Task: Predict the reaction yield, written as a fraction of the theoretical maximum amount of product (1.0 means a 100% yield; for example, 0.34 means a 34% yield).. Dataset: Reaction yield outcomes from USPTO patents with 853,638 reactions (1) The yield is 0.250. The product is [CH3:15][N:16]1[CH:17]=[CH:5][C:6]([C:8]([O:10][CH3:13])=[O:9])=[CH:7][C:18]1=[O:19]. The reactants are O=C1[CH:7]=[C:6]([C:8]([OH:10])=[O:9])[CH:5]=CN1.[H-].[Na+].[CH3:13]I.[CH3:15][N:16]([CH:18]=[O:19])[CH3:17]. No catalyst specified. (2) The reactants are [Cl:1][C:2]1[CH:9]=[C:8](F)[CH:7]=[CH:6][C:3]=1[C:4]#[N:5].[NH2:11][C@H:12]([C:16]([OH:18])=[O:17])[CH2:13][CH2:14][CH3:15].C(=O)([O-])[O-].[Cs+].[Cs+].C(OCC)(=O)C. The catalyst is CS(C)=O. The product is [Cl:1][C:2]1[CH:9]=[C:8]([NH:11][C@H:12]([C:16]([OH:18])=[O:17])[CH2:13][CH2:14][CH3:15])[CH:7]=[CH:6][C:3]=1[C:4]#[N:5]. The yield is 1.00.